From a dataset of CYP2C9 inhibition data for predicting drug metabolism from PubChem BioAssay. Regression/Classification. Given a drug SMILES string, predict its absorption, distribution, metabolism, or excretion properties. Task type varies by dataset: regression for continuous measurements (e.g., permeability, clearance, half-life) or binary classification for categorical outcomes (e.g., BBB penetration, CYP inhibition). Dataset: cyp2c9_veith. (1) The compound is CC(C)NC(=O)N1CCC2(CCNCC2)CC1. The result is 0 (non-inhibitor). (2) The drug is CC1=CC(=O)C2=C(C)CC[C@H]3[C@H](C)C(=O)O[C@H]3[C@H]12. The result is 0 (non-inhibitor). (3) The drug is CN(C)CC(O)COc1cccc(OCC(O)CN(C)C)c1.Cl. The result is 0 (non-inhibitor). (4) The molecule is CCCCCCCCN1C(=O)N(C)C(N(O)C(=O)NC)C1(C)C. The result is 0 (non-inhibitor). (5) The drug is COc1cc(O)oc1C=Nc1ccc(Cl)cc1. The result is 1 (inhibitor).